Dataset: KCNQ2 potassium channel screen with 302,405 compounds. Task: Binary Classification. Given a drug SMILES string, predict its activity (active/inactive) in a high-throughput screening assay against a specified biological target. The compound is [nH]1c(nc2c1cc1c(c2)cccc1)CCc1cc(N)ccc1. The result is 0 (inactive).